Task: Predict the reactants needed to synthesize the given product.. Dataset: Full USPTO retrosynthesis dataset with 1.9M reactions from patents (1976-2016) (1) Given the product [Cl:27][C:22]1[CH:21]=[C:20]([CH:25]=[CH:24][C:23]=1[F:26])[NH:19][C:13]1[C:12]2[C:17](=[CH:18][C:9]([OH:8])=[CH:10][C:11]=2[O:28][CH2:29][C@H:30]2[CH2:34][CH2:33][CH2:32][N:31]2[C:35]([O:37][C:38]([CH3:41])([CH3:40])[CH3:39])=[O:36])[N:16]=[CH:15][N:14]=1, predict the reactants needed to synthesize it. The reactants are: C([O:8][C:9]1[CH:18]=[C:17]2[C:12]([C:13]([NH:19][C:20]3[CH:25]=[CH:24][C:23]([F:26])=[C:22]([Cl:27])[CH:21]=3)=[N:14][CH:15]=[N:16]2)=[C:11]([O:28][CH2:29][C@H:30]2[CH2:34][CH2:33][CH2:32][N:31]2[C:35]([O:37][C:38]([CH3:41])([CH3:40])[CH3:39])=[O:36])[CH:10]=1)C1C=CC=CC=1. (2) Given the product [CH3:11][N:8]1[C:9]2[C:5](=[CH:4][CH:3]=[C:2]([C:20]3[CH:19]=[CH:18][N:17]=[C:16]([CH3:15])[CH:21]=3)[CH:10]=2)[C:6]([CH3:14])([CH3:13])[C:7]1=[O:12], predict the reactants needed to synthesize it. The reactants are: Br[C:2]1[CH:10]=[C:9]2[C:5]([C:6]([CH3:14])([CH3:13])[C:7](=[O:12])[N:8]2[CH3:11])=[CH:4][CH:3]=1.[CH3:15][C:16]1[CH:21]=[C:20](B(O)O)[CH:19]=[CH:18][N:17]=1. (3) Given the product [CH2:2]([N:9]1[CH2:14][CH2:13][C@@H:12]([CH3:15])[C@@H:11]([NH:16][CH3:17])[CH2:10]1)[C:3]1[CH:4]=[CH:5][CH:6]=[CH:7][CH:8]=1, predict the reactants needed to synthesize it. The reactants are: [Br-].[CH2:2]([N+:9]1[CH:14]=[CH:13][C:12]([CH3:15])=[C:11]([NH:16][C:17](OC)=O)[CH:10]=1)[C:3]1[CH:8]=[CH:7][CH:6]=[CH:5][CH:4]=1. (4) The reactants are: [CH:1]([C:3]1[CH:4]=[C:5]2[C:9](=[CH:10][CH:11]=1)[NH:8][C:7]([C:12]([NH2:14])=[O:13])=[C:6]2[S:15][C:16]1[CH:21]=[CH:20][CH:19]=[CH:18][CH:17]=1)=O.[CH3:22][O:23][C:24]1[CH:25]=[C:26]([CH:28]=[CH:29][CH:30]=1)[NH2:27]. Given the product [CH3:22][O:23][C:24]1[CH:25]=[C:26]([NH:27][CH2:1][C:3]2[CH:4]=[C:5]3[C:9](=[CH:10][CH:11]=2)[NH:8][C:7]([C:12]([NH2:14])=[O:13])=[C:6]3[S:15][C:16]2[CH:21]=[CH:20][CH:19]=[CH:18][CH:17]=2)[CH:28]=[CH:29][CH:30]=1, predict the reactants needed to synthesize it.